This data is from Forward reaction prediction with 1.9M reactions from USPTO patents (1976-2016). The task is: Predict the product of the given reaction. (1) Given the reactants [F:1][C:2]1[CH:3]=[C:4]([C:8]#[C:9][C:10]2[CH:19]=[C:18]3[C:13]([C:14](=[O:28])[N:15]4[CH2:23][C:22]5(OCC[O:24]5)[CH2:21][CH2:20][C:16]4=[N:17]3)=[CH:12][CH:11]=2)[CH:5]=[CH:6][CH:7]=1.Cl, predict the reaction product. The product is: [F:1][C:2]1[CH:3]=[C:4]([C:8]#[C:9][C:10]2[CH:19]=[C:18]3[C:13]([C:14](=[O:28])[N:15]4[CH2:23][C:22](=[O:24])[CH2:21][CH2:20][C:16]4=[N:17]3)=[CH:12][CH:11]=2)[CH:5]=[CH:6][CH:7]=1. (2) Given the reactants Br[C:2]1[N:7]=[CH:6][C:5]2[N:8]=[C:9]([CH3:16])[N:10]([CH:11]([CH3:15])[CH2:12][C:13]#[N:14])[C:4]=2[CH:3]=1.[CH3:17][O:18][CH:19]1[CH2:24][CH2:23][N:22]([C:25]2[N:30]=[C:29]([NH2:31])[CH:28]=[CH:27][N:26]=2)[CH2:21][CH2:20]1.C(=O)([O-])[O-].[Cs+].[Cs+].C1(P(C2CCCCC2)C2C=CC=CC=2C2C(C(C)C)=CC(C(C)C)=CC=2C(C)C)CCCCC1, predict the reaction product. The product is: [CH3:17][O:18][CH:19]1[CH2:20][CH2:21][N:22]([C:25]2[N:30]=[C:29]([NH:31][C:2]3[N:7]=[CH:6][C:5]4[N:8]=[C:9]([CH3:16])[N:10]([CH:11]([CH3:15])[CH2:12][C:13]#[N:14])[C:4]=4[CH:3]=3)[CH:28]=[CH:27][N:26]=2)[CH2:23][CH2:24]1. (3) The product is: [CH3:18][O:17][C:13]1[CH:12]=[C:11]2[C:16](=[CH:15][CH:14]=1)[N:8]([C:6]([O:5][C:1]([CH3:4])([CH3:3])[CH3:2])=[O:7])[C:9]([C:28]1[CH:29]=[CH:30][C:25]([C:24]([O:23][CH3:22])=[O:32])=[CH:26][N:27]=1)=[CH:10]2. Given the reactants [C:1]([O:5][C:6]([N:8]1[C:16]2[C:11](=[CH:12][C:13]([O:17][CH3:18])=[CH:14][CH:15]=2)[CH:10]=[C:9]1B(O)O)=[O:7])([CH3:4])([CH3:3])[CH3:2].[CH3:22][O:23][C:24](=[O:32])[C:25]1[CH:30]=[CH:29][C:28](Br)=[N:27][CH:26]=1.C([O-])([O-])=O.[Na+].[Na+].O, predict the reaction product. (4) Given the reactants [N:1]1([C:7]2[CH:8]=[C:9]([C:13](=[O:15])[CH3:14])[CH:10]=[CH:11][CH:12]=2)[CH2:6][CH2:5][NH:4][CH2:3][CH2:2]1.[CH2:16](I)[CH2:17][CH3:18].C([O-])(=O)C([O-])=O, predict the reaction product. The product is: [CH2:16]([N:4]1[CH2:5][CH2:6][N:1]([C:7]2[CH:8]=[C:9]([C:13](=[O:15])[CH3:14])[CH:10]=[CH:11][CH:12]=2)[CH2:2][CH2:3]1)[CH2:17][CH3:18]. (5) Given the reactants Br[C:2]1[C:10]2[C:5](=[CH:6][CH:7]=[C:8]([C:11]#[N:12])[CH:9]=2)[N:4]([CH:13]2[CH2:18][CH2:17][CH2:16][CH2:15][O:14]2)[N:3]=1.[N:19]1([CH2:25][CH2:26][O:27][C:28]2[CH:29]=[C:30]3[C:35](=[CH:36][CH:37]=2)[CH:34]=[C:33](B(O)O)[CH:32]=[CH:31]3)[CH2:24][CH2:23][CH2:22][CH2:21][CH2:20]1.P([O-])([O-])([O-])=O.[K+].[K+].[K+], predict the reaction product. The product is: [N:19]1([CH2:25][CH2:26][O:27][C:28]2[CH:29]=[C:30]3[C:35](=[CH:36][CH:37]=2)[CH:34]=[C:33]([C:2]2[C:10]4[C:5](=[CH:6][CH:7]=[C:8]([C:11]#[N:12])[CH:9]=4)[N:4]([CH:13]4[CH2:18][CH2:17][CH2:16][CH2:15][O:14]4)[N:3]=2)[CH:32]=[CH:31]3)[CH2:20][CH2:21][CH2:22][CH2:23][CH2:24]1. (6) The product is: [N:31]1([CH2:36][C:28]2([OH:27])[CH2:29][CH2:42][CH2:37][CH2:38]2)[C:11]2[C:10]3[CH:9]=[CH:8][CH:7]=[CH:6][C:5]=3[N:4]=[CH:3][C:2]=2[N:1]=[CH:32]1. Given the reactants [NH2:1][C:2]1[CH2:3][N:4](NCC2(O)CCCC2)[C:5]2[C:10]([CH:11]=1)=[CH:9][CH:8]=[CH:7][CH:6]=2.C([O:27][CH2:28][CH3:29])(OCC)OCC.Cl.[N:31]1[CH:36]=CC=C[CH:32]=1.[C:37]1(C)[CH:42]=CC=C[CH:38]=1, predict the reaction product. (7) Given the reactants [F:1][C:2]1[CH:29]=[CH:28][CH:27]=[CH:26][C:3]=1[CH2:4][N:5]1[C:9]2=[N:10][CH:11]=[CH:12][CH:13]=[C:8]2[C:7]([C:14]2[N:22]=[C:21]3[C:17]([N:18]([CH3:24])[C:19](=[O:23])[NH:20]3)=[C:16](I)[N:15]=2)=[N:6]1.[CH:30]([OH:33])([CH3:32])[CH3:31].C(=O)([O-])[O-].[Cs+].[Cs+].CC1C=NC2C(C=1C)=CC=C1C=2N=CC(C)=C1C, predict the reaction product. The product is: [F:1][C:2]1[CH:29]=[CH:28][CH:27]=[CH:26][C:3]=1[CH2:4][N:5]1[C:9]2=[N:10][CH:11]=[CH:12][CH:13]=[C:8]2[C:7]([C:14]2[N:22]=[C:21]3[C:17]([N:18]([CH3:24])[C:19](=[O:23])[NH:20]3)=[C:16]([O:33][CH:30]([CH3:32])[CH3:31])[N:15]=2)=[N:6]1.